From a dataset of Catalyst prediction with 721,799 reactions and 888 catalyst types from USPTO. Predict which catalyst facilitates the given reaction. (1) Reactant: [F:1][C:2]1[CH:7]=[CH:6][C:5]([CH:8]([C:48]2[CH:53]=[CH:52][C:51]([F:54])=[CH:50][CH:49]=2)[C@@H:9]([NH:43][C:44]([O:46][CH3:47])=[O:45])[C:10]([NH:12][CH:13]2[CH2:15][CH:14]2[CH2:16][CH2:17][C@@H:18]2[N:23]([S:24]([C:27]3[CH:32]=[CH:31][CH:30]=[CH:29][CH:28]=3)(=[O:26])=[O:25])[CH2:22][CH2:21][N:20](C(OCC3C=CC=CC=3)=O)[CH2:19]2)=[O:11])=[CH:4][CH:3]=1. Product: [F:54][C:51]1[CH:52]=[CH:53][C:48]([CH:8]([C:5]2[CH:4]=[CH:3][C:2]([F:1])=[CH:7][CH:6]=2)[C@@H:9]([NH:43][C:44](=[O:45])[O:46][CH3:47])[C:10](=[O:11])[NH:12][CH:13]2[CH2:15][CH:14]2[CH2:16][CH2:17][C@H:18]2[CH2:19][NH:20][CH2:21][CH2:22][N:23]2[S:24]([C:27]2[CH:32]=[CH:31][CH:30]=[CH:29][CH:28]=2)(=[O:26])=[O:25])=[CH:49][CH:50]=1. The catalyst class is: 43. (2) The catalyst class is: 4. Product: [NH2:1][C:2]1[C:9]([Cl:10])=[C:8]([N:11]2[CH2:16][CH2:15][C@@H:14]([N:17]([CH3:18])[C:39](=[O:40])[O:41][CH3:42])[C@H:13]([O:19][Si:20]([C:23]([CH3:25])([CH3:24])[CH3:26])([CH3:21])[CH3:22])[CH2:12]2)[CH:7]=[C:4]([C:5]#[N:6])[CH:3]=1. Reactant: [NH2:1][C:2]1[CH:3]=[C:4]([CH:7]=[C:8]([N:11]2[CH2:16][CH2:15][C@@H:14]([NH:17][CH3:18])[C@H:13]([O:19][Si:20]([C:23]([CH3:26])([CH3:25])[CH3:24])([CH3:22])[CH3:21])[CH2:12]2)[C:9]=1[Cl:10])[C:5]#[N:6].C(N(CC)CC)C.[C:39](O[C:39]([O:41][CH3:42])=[O:40])([O:41][CH3:42])=[O:40]. (3) Reactant: C(N(CC)CC)C.[Cl:8][C:9]1[CH:17]=[CH:16][C:12]([C:13](O)=[O:14])=[CH:11][C:10]=1[NH:18][C:19]([C:21]1[C:32](=[O:33])[NH:31][C:24]2[N:25]=[C:26]([O:29][CH3:30])[N:27]=[CH:28][C:23]=2[CH:22]=1)=[O:20].CN(C(ON1N=NC2C=CC=NC1=2)=[N+](C)C)C.F[P-](F)(F)(F)(F)F.[NH2:58][CH:59]([CH:70]1[CH2:75][CH2:74][CH2:73][CH2:72][CH2:71]1)[CH2:60][CH2:61][NH:62][C:63](=[O:69])[O:64][C:65]([CH3:68])([CH3:67])[CH3:66]. Product: [Cl:8][C:9]1[CH:17]=[CH:16][C:12]([C:13]([NH:58][CH:59]([CH:70]2[CH2:71][CH2:72][CH2:73][CH2:74][CH2:75]2)[CH2:60][CH2:61][NH:62][C:63](=[O:69])[O:64][C:65]([CH3:68])([CH3:67])[CH3:66])=[O:14])=[CH:11][C:10]=1[NH:18][C:19]([C:21]1[C:32](=[O:33])[NH:31][C:24]2[N:25]=[C:26]([O:29][CH3:30])[N:27]=[CH:28][C:23]=2[CH:22]=1)=[O:20]. The catalyst class is: 3. (4) Reactant: [Cl:1][C:2]1[CH:7]=[CH:6][C:5]([C:8]2[NH:9][C:10]3[C:15]([CH:16]=2)=[CH:14][CH:13]=[CH:12][CH:11]=3)=[CH:4][C:3]=1[S:17]([CH2:20][C:21]1[CH:26]=[CH:25][CH:24]=[C:23]([Cl:27])[CH:22]=1)(=[O:19])=[O:18].[C:28](Cl)(=O)[C:29](Cl)=[O:30].[CH3:34][OH:35].[OH2:36]. Product: [CH3:34][O:35][C:29](=[O:30])[C:28]([C:16]1[C:15]2[C:10](=[CH:11][CH:12]=[CH:13][CH:14]=2)[NH:9][C:8]=1[C:5]1[CH:6]=[CH:7][C:2]([Cl:1])=[C:3]([S:17]([CH2:20][C:21]2[CH:26]=[CH:25][CH:24]=[C:23]([Cl:27])[CH:22]=2)(=[O:19])=[O:18])[CH:4]=1)=[O:36]. The catalyst class is: 28. (5) The catalyst class is: 2. Product: [C:44]([NH:1][C@@H:2]1[C@H:6]([NH:7][C:8]2[N:17]=[CH:16][C:15]3[C:10](=[CH:11][CH:12]=[C:13]([C:18]4[C:23]([Cl:24])=[C:22]([O:25][CH3:26])[CH:21]=[C:20]([O:27][CH3:28])[C:19]=4[Cl:29])[CH:14]=3)[N:9]=2)[CH2:5][C@@H:4]([C:30]([N:32]([CH3:34])[CH3:33])=[O:31])[CH2:3]1)(=[O:47])[CH:45]=[CH2:46]. Reactant: [NH2:1][C@@H:2]1[C@H:6]([NH:7][C:8]2[N:17]=[CH:16][C:15]3[C:10](=[CH:11][CH:12]=[C:13]([C:18]4[C:23]([Cl:24])=[C:22]([O:25][CH3:26])[CH:21]=[C:20]([O:27][CH3:28])[C:19]=4[Cl:29])[CH:14]=3)[N:9]=2)[CH2:5][C@@H:4]([C:30]([N:32]([CH3:34])[CH3:33])=[O:31])[CH2:3]1.CCN(C(C)C)C(C)C.[C:44](Cl)(=[O:47])[CH:45]=[CH2:46]. (6) Reactant: [CH2:1]([N:8]1[C:12]2=[N:13][C:14]([CH2:34][CH3:35])=[C:15]([C:17]3[C:18](OS(C(F)(F)F)(=O)=O)=[N:19][C:20]([CH:23]([CH3:25])[CH3:24])=[CH:21][CH:22]=3)[N:16]=[C:11]2[C:10]([CH3:36])=[N:9]1)[C:2]1[CH:7]=[CH:6][CH:5]=[CH:4][CH:3]=1.[CH3:37][NH2:38]. Product: [CH2:1]([N:8]1[C:12]2=[N:13][C:14]([CH2:34][CH3:35])=[C:15]([C:17]3[C:18]([NH:38][CH3:37])=[N:19][C:20]([CH:23]([CH3:25])[CH3:24])=[CH:21][CH:22]=3)[N:16]=[C:11]2[C:10]([CH3:36])=[N:9]1)[C:2]1[CH:7]=[CH:6][CH:5]=[CH:4][CH:3]=1. The catalyst class is: 6. (7) Reactant: [C:1]1([CH:7]([NH:11][C:12]2[CH:17]=[CH:16][CH:15]=[CH:14][CH:13]=2)[C:8]([OH:10])=[O:9])[CH:6]=[CH:5][CH:4]=[CH:3][CH:2]=1.C1CCC(N=[C:25]=[N:26][CH:27]2[CH2:32][CH2:31][CH2:30][CH2:29][CH2:28]2)CC1.C1C=CC2N(O)N=NC=2C=1.CN1CCCC(O)CC1. Product: [CH3:25][N:26]1[CH2:27][CH2:32][CH2:31][CH:30]([O:9][C:8](=[O:10])[CH:7]([C:1]2[CH:2]=[CH:3][CH:4]=[CH:5][CH:6]=2)[NH:11][C:12]2[CH:17]=[CH:16][CH:15]=[CH:14][CH:13]=2)[CH2:29][CH2:28]1. The catalyst class is: 1. (8) Reactant: [Br:1][C:2]1[CH:13]=[CH:12][C:5]2[O:6][C@H:7]([CH2:10][OH:11])[CH2:8][O:9][C:4]=2[CH:3]=1.[H-].[Na+].[CH3:16][CH2:17][CH2:18][CH2:19][CH2:20]I.[Cl-].[NH4+]. Product: [Br:1][C:2]1[CH:13]=[CH:12][C:5]2[O:6][C@H:7]([CH2:10][O:11][CH2:16][CH2:17][CH2:18][CH2:19][CH3:20])[CH2:8][O:9][C:4]=2[CH:3]=1. The catalyst class is: 7.